This data is from Catalyst prediction with 721,799 reactions and 888 catalyst types from USPTO. The task is: Predict which catalyst facilitates the given reaction. Reactant: [C:1]([C:3]1[N:4]=[CH:5][N:6]([CH3:11])[C:7]=1[C:8](O)=[O:9])#[N:2].[CH2:12]([SH:14])[CH3:13].C1CCC(N=C=NC2CCCCC2)CC1. Product: [C:1]([C:3]1[N:4]=[CH:5][N:6]([CH3:11])[C:7]=1[C:8](=[O:9])[S:14][CH2:12][CH3:13])#[N:2]. The catalyst class is: 79.